Dataset: Experimentally validated miRNA-target interactions with 360,000+ pairs, plus equal number of negative samples. Task: Binary Classification. Given a miRNA mature sequence and a target amino acid sequence, predict their likelihood of interaction. (1) The miRNA is mmu-miR-181a-5p with sequence AACAUUCAACGCUGUCGGUGAGU. The protein sequence of the target gene is MLLDAGPQYPAIGVTTFGASRHHSAGDVAERDVGLGINPFADGMGAFKLNPSSHELASAGQTAFTSQAPGYAAAAALGHHHHPGHVGSYSSAAFNSTRDFLFRNRGFGDAAAAASAQHSLFAASAGGFGGPHGHTDAAGHLLFSGLHEQAAGHASPNVVNGQMRLGFSGDMYPRPEQYGQVTSPRSEHYAAPQLHGYGPMNVNMAAHHGAGAFFRYMRQPIKQELICKWIEPEQLANPKKSCNKTFSTMHELVTHVTVEHVGGPEQSNHICFWEECPREGKPFKAKYKLVNHIRVHTGEK.... Result: 1 (interaction). (2) The miRNA is cel-miR-63-3p with sequence UAUGACACUGAAGCGAGUUGGAAA. The protein sequence of the target gene is MLMFDPVPVKQEAMDPVSVSFPSNYIESMKPNKYGVIYSTPLPDKFFQTPEGLTHGIQVEPVDLTVNKRGSPPAAGGSPSSLKFPSHRRASPGLSMPSSSPPIKKYSPPSPGVQPFGVPLSMPPVMAAALSRHGIRSPGILPVIQPVVVQPVPFMYTSHLQQPLMVSLSEEMDNSNSGMPVPVIESYEKPLLQKKIKIEPGIEPQRTDYYPEEMSPPLMNPVSPPQALLQENHPSVIVQPGKRPLPVESPDTQRKRRIHRCDYDGCNKVYTKSSHLKAHRRTHTGEKPYKCTWEGCTWKF.... Result: 0 (no interaction). (3) The miRNA is hsa-miR-3942-3p with sequence UUUCAGAUAACAGUAUUACAU. The protein sequence of the target gene is MGKRDNRVAYMNPIAMARSRGPIQSSGPTIQDYLNRPRPTWEEVKEQLEKKKKGSKALAEFEEKMNENWKKELEKHREKLLSGNESSSKKRQKKKKEKKKSGRYSSSSSSSSDSSSSSSDSEDEDKKQTKRRKKKKSRCHKSPESSGSDSASDSKDGSKKKKKSKDVTEREKDTKGLSKKRKMYEDKPLSSESLSESDCGEVQAKRKKSGEERERTTDKAKKRRKHKKHSKKKKKKAASSSSDSP. Result: 0 (no interaction). (4) The miRNA is mmu-miR-484 with sequence UCAGGCUCAGUCCCCUCCCGAU. The protein sequence of the target gene is MSSGGRFNFDDGGSYCGGWEDGKAHGHGVCTGPKGQGEYTGSWSHGFEVLGVYTWPSGNTYQGTWAQGKRHGIGLESKGKWVYKGEWTHGFKGRYGVRECTGNGAKYEGTWSNGLQDGYGTETYSDGGTYQGQWVGGMRQGYGVRQSVPYGMAAVIRSPLRTSINSLRSEHTNGAALHPDASPAVAGSPAVSRGGFVLVAHSDSEILKSKKKGLFRRSLLSGLKLRKSESKSSLASQRSKQSSFRSEAGMSTVSSTASDIHSTISLGEAEAELAVIEDDIDATTTETYVGEWKNDKRSGF.... Result: 0 (no interaction). (5) The miRNA is mmu-miR-466l-5p with sequence UUGUGUGUACAUGUACAUGUAU. The protein sequence of the target gene is MKSGSGGGSPTSLWGLVFLSAALSLWPTSGEICGPGIDIRNDYQQLKRLENCTVIEGFLHILLISKAEDYRSYRFPKLTVITEYLLLFRVAGLESLGDLFPNLTVIRGWKLFYNYALVIFEMTNLKDIGLYNLRNITRGAIRIEKNADLCYLSTIDWSLILDAVSNNYIVGNKPPKECGDLCPGTLEEKPMCEKTTINNEYNYRCWTTNRCQKMCPSVCGKRACTENNECCHPECLGSCHTPDDNTTCVACRHYYYKGVCVPACPPGTYRFEGWRCVDRDFCANIPNAESSDSDGFVIHD.... Result: 1 (interaction). (6) The miRNA is hsa-miR-3155b with sequence CCAGGCUCUGCAGUGGGA. The protein sequence of the target gene is MACLLETPIRMSVLSEVTASSRHYVDRLFDPDPQKVLQGVIDMKNAVIGNNKQKANLIVLGAVPRLLYLLQQETSSTELKTECAVVLGSLAMGTENNVKSLLDCHIIPALLQGLLSPDLKFIEACLRCLRTIFTSPVTPEELLYTDATVIPHLMALLSRSRYTQEYICQIFSHCCKGPDHQTILFNHGAVQNIAHLLTSPSYKVRMQALKCFSVLAFENPQVSMTLVNVLVDGELLPQIFVKMLQRDKPIEMQLTSAKCLTYMCRAGAIRTDDSCIVLKTLPCLVRMCSKERLLEERVEG.... Result: 0 (no interaction). (7) The miRNA is hsa-miR-4470 with sequence UGGCAAACGUGGAAGCCGAGA. The protein sequence of the target gene is MLRLCFFISFMCLVKSDTDETCPSFTRLSFHSAVVGTGLSVRLMLYTQRDQTCAQIINSTALGSLNVTKKTTFIIHGFRPTGSPPVWIEELVQSLISVQEMNVVVVDWNRGATTVIYPHASSKTRQVASILKEFIDQMLVKGASLDNIYMIGVSLGAHIAGFVGESYEGKLGRVTGLDPAGPLFNGRPPEERLDPSDALFVDVIHSDTDALGYKEALGHIDFYPNGGLDQPGCPKTIFGGIKYFKCDHQMSVYLYLASLQNNCSITAYPCDSYRDYRNGKCVSCGAGQIVPCPRVGYYAD.... Result: 0 (no interaction). (8) The miRNA is hsa-miR-450b-5p with sequence UUUUGCAAUAUGUUCCUGAAUA. The protein sequence of the target gene is MAWQGLVLAACLLMFPSTTADCLSRCSLCAVKTQDGPKPINPLICSLQCQAALLPSEEWERCQSFLSFFTPSTLGLNDKEDLGSKSVGEGPYSELAKLSGSFLKELEKSKFLPSISTKENTLSKSLEEKLRGLSDGFREGAESELMRDAQLNDGAMETGTLYLAEEDPKEQVKRYGGFLRKYPKRSSEVAGEGDGDSMGHEDLYKRYGGFLRRIRPKLKWDNQKRYGGFLRRQFKVVTRSQEDPNAYSGELFDA. Result: 0 (no interaction). (9) The miRNA is hsa-miR-3689b-3p with sequence CUGGGAGGUGUGAUAUUGUGGU. The protein sequence of the target gene is MGGCMHSTQDKSLHLEGDPNPSAAPTSTCAPRKMPKRISISKQLASVKALRKCSDLEKAIATTALIFRNSSDSDGKLEKAIAKDLLQTQFRNFAEGQETKPKYREILSELDEHTENKLDFEDFMILLLSITVMSDLLQNIRNVKIMK. Result: 1 (interaction). (10) The miRNA is mmu-miR-29b-3p with sequence UAGCACCAUUUGAAAUCAGUGUU. The protein sequence of the target gene is MAHLKRLVKLHIKRHYHRKFWKLGAVIFFFLVVLILMQREVSVQYSKEESKMERNLKNKNKMLDFMLEAVNNIKDAMPKMQIGAPIKENIDVRERPCLQGYYTAAELKPVFDRPPQDSNAPGASGKPFKITHLSPEEQKEKERGETKHCFNAFASDRISLHRDLGPDTRPPECIEQKFKRCPPLPTTSVIIVFHNEAWSTLLRTVHSVLYSSPAILLKEIILVDDASVDDYLHEKLEEYIKQFSIVKIVRQQERKGLITARLLGAAVATAETLTFLDAHCECFYGWLEPLLARIAENYTA.... Result: 0 (no interaction).